Dataset: Reaction yield outcomes from USPTO patents with 853,638 reactions. Task: Predict the reaction yield, written as a fraction of the theoretical maximum amount of product (1.0 means a 100% yield; for example, 0.34 means a 34% yield). (1) The reactants are [F:8][C:7]([F:10])([F:9])[C:6](O[C:6](=[O:11])[C:7]([F:10])([F:9])[F:8])=[O:11].[C:14]1([C@H:20]([NH2:23])[CH2:21][CH3:22])[CH:19]=[CH:18][CH:17]=[CH:16][CH:15]=1.CS(O)(=O)=O.[Br:29]N1C(C)(C)C(=O)N(Br)C1=O. The catalyst is C(Cl)Cl. The product is [Br:29][C:17]1[CH:18]=[CH:19][C:14]([C@H:20]([NH:23][C:6](=[O:11])[C:7]([F:8])([F:9])[F:10])[CH2:21][CH3:22])=[CH:15][CH:16]=1. The yield is 0.730. (2) The reactants are [C:1]1([CH:7]([C:31]2[CH:36]=[CH:35][CH:34]=[CH:33][CH:32]=2)[N:8]2[C:16]3[C:11](=[CH:12][C:13]([CH3:17])=[CH:14][CH:15]=3)[C:10]([C:20]3[C:28]([OH:29])=[CH:27][C:23]4[O:24][CH2:25][O:26][C:22]=4[CH:21]=3)([CH2:18]O)[C:9]2=[O:30])[CH:6]=[CH:5][CH:4]=[CH:3][CH:2]=1.C(P(CCCC)CCCC)CCC.N(C(OC(C)(C)C)=O)=NC(OC(C)(C)C)=O. The catalyst is C(OCC)(=O)C. The product is [C:31]1([CH:7]([C:1]2[CH:2]=[CH:3][CH:4]=[CH:5][CH:6]=2)[N:8]2[C:16]3[C:11](=[CH:12][C:13]([CH3:17])=[CH:14][CH:15]=3)[C:10]3([C:20]4=[CH:21][C:22]5[O:26][CH2:25][O:24][C:23]=5[CH:27]=[C:28]4[O:29][CH2:18]3)[C:9]2=[O:30])[CH:32]=[CH:33][CH:34]=[CH:35][CH:36]=1. The yield is 0.780. (3) The reactants are [Cl:1][C:2]1[N:3]=[N:4][C:5]([Cl:9])=[CH:6][C:7]=1Cl.[NH:10]1[CH2:15][CH2:14][CH:13]([CH2:16][OH:17])[CH2:12][CH2:11]1.CCN(CC)CC. The catalyst is CS(C)=O.O. The product is [Cl:1][C:2]1[N:3]=[N:4][C:5]([Cl:9])=[CH:6][C:7]=1[N:10]1[CH2:15][CH2:14][CH:13]([CH2:16][OH:17])[CH2:12][CH2:11]1. The yield is 0.760. (4) The reactants are [NH2:1][C:2]1[N:6]([C:7](=[S:9])[NH2:8])[N:5]=[CH:4][C:3]=1[CH:10]1[C@H:17]2[C@H:13]([O:14][C:15]([CH3:19])([CH3:18])[O:16]2)[C@@H:12]([CH2:20][O:21][Si:22]([C:35]([CH3:38])([CH3:37])[CH3:36])([C:29]2[CH:34]=[CH:33][CH:32]=[CH:31][CH:30]=2)[C:23]2[CH:28]=[CH:27][CH:26]=[CH:25][CH:24]=2)[O:11]1.[CH:39](OCC)(OCC)OCC. No catalyst specified. The product is [Si:22]([O:21][CH2:20][C@@H:12]1[C@H:13]2[O:14][C:15]([CH3:18])([CH3:19])[O:16][C@H:17]2[C@H:10]([C:3]2[CH:4]=[N:5][N:6]3[C:7](=[S:9])[NH:8][CH:39]=[N:1][C:2]=23)[O:11]1)([C:35]([CH3:38])([CH3:37])[CH3:36])([C:23]1[CH:24]=[CH:25][CH:26]=[CH:27][CH:28]=1)[C:29]1[CH:30]=[CH:31][CH:32]=[CH:33][CH:34]=1. The yield is 0.450. (5) The reactants are [CH2:1]([C:3]([C:21]1[S:25]C2C=C(OS(C(F)(F)F)(=O)=O)C=CC=2[CH:22]=1)([C:6]1[CH:11]=[CH:10][C:9]([O:12][CH2:13][C:14]([CH2:18][CH3:19])([OH:17])[CH2:15][CH3:16])=[C:8]([CH3:20])[CH:7]=1)[CH2:4][CH3:5])[CH3:2].CS(C)=[O:40].[CH3:42][OH:43].[CH:44]1C=[CH:48][C:47](P([C:46]2[CH:47]=[CH:48]C=[CH:44][CH:45]=2)CCCCP([C:46]2[CH:47]=[CH:48]C=[CH:44][CH:45]=2)[C:46]2[CH:47]=[CH:48]C=[CH:44][CH:45]=2)=[CH:46][CH:45]=1.CCN([CH2:79][CH3:80])CC. The catalyst is Cl.CC([O-])=O.CC([O-])=O.[Pd+2]. The product is [CH3:42][O:43][C:44]([C:45]1[CH:46]=[CH:47][C:48]2[CH:22]=[C:21]([C:3]([CH2:1][CH3:2])([C:6]3[CH:11]=[CH:10][C:9]([O:12][CH2:13][C:14]([CH2:18][CH3:19])([OH:17])[CH2:15][CH3:16])=[C:8]([CH3:20])[CH:7]=3)[CH2:4][CH3:5])[S:25][C:80]=2[CH:79]=1)=[O:40]. The yield is 0.680.